Dataset: Full USPTO retrosynthesis dataset with 1.9M reactions from patents (1976-2016). Task: Predict the reactants needed to synthesize the given product. (1) Given the product [C:10]([NH:14][C:15]1[C:16]([CH3:28])=[N:17][C:18]2[C:23]([N:24]=1)=[C:22]([C:25](=[O:27])[CH2:26][C:3](=[O:5])[C:2]([O:7][CH2:8][CH3:9])=[O:6])[CH:21]=[CH:20][CH:19]=2)([CH3:13])([CH3:12])[CH3:11], predict the reactants needed to synthesize it. The reactants are: [Na].[C:2]([O:7][CH2:8][CH3:9])(=[O:6])[C:3]([O-:5])=O.[C:10]([NH:14][C:15]1[C:16]([CH3:28])=[N:17][C:18]2[C:23]([N:24]=1)=[C:22]([C:25](=[O:27])[CH3:26])[CH:21]=[CH:20][CH:19]=2)([CH3:13])([CH3:12])[CH3:11]. (2) Given the product [OH:22][C:19]1[CH:20]=[CH:21][C:16]([CH:15]=[CH:14][C:13](=[O:28])[CH:12]=[CH:11][C:8]2[CH:9]=[CH:10][C:5]([OH:4])=[C:6]([O:29][CH3:30])[CH:7]=2)=[CH:17][C:18]=1[O:26][CH3:27], predict the reactants needed to synthesize it. The reactants are: COC[O:4][C:5]1[CH:10]=[CH:9][C:8]([CH:11]=[CH:12][C:13](=[O:28])[CH:14]=[CH:15][C:16]2[CH:21]=[CH:20][C:19]([O:22]COC)=[C:18]([O:26][CH3:27])[CH:17]=2)=[CH:7][C:6]=1[O:29][CH3:30]. (3) Given the product [F:1][C:2]1[CH:7]=[CH:6][C:5]([N:8]2[C:16]3[C:11](=[CH:12][C:13]([C:17]#[C:18][CH2:19][CH2:20][CH2:21][O:22][S:24]([CH3:23])(=[O:26])=[O:25])=[CH:14][CH:15]=3)[CH:10]=[CH:9]2)=[CH:4][CH:3]=1, predict the reactants needed to synthesize it. The reactants are: [F:1][C:2]1[CH:7]=[CH:6][C:5]([N:8]2[C:16]3[C:11](=[CH:12][C:13]([C:17]#[C:18][CH2:19][CH2:20][CH2:21][OH:22])=[CH:14][CH:15]=3)[CH:10]=[CH:9]2)=[CH:4][CH:3]=1.[CH3:23][S:24](Cl)(=[O:26])=[O:25].C(N(CC)CC)C. (4) Given the product [CH3:11][O:12][C:13]([CH:15]1[CH2:20][CH2:19][N:18]([CH2:8][CH2:7][C:1]2[CH:6]=[CH:5][C:4]([O:9][CH2:8][CH:7]([OH:10])[C:1]3[CH:6]=[CH:5][CH:4]=[CH:3][CH:2]=3)=[CH:3][CH:2]=2)[CH2:17][CH2:16]1)=[O:14], predict the reactants needed to synthesize it. The reactants are: [C:1]1([CH:7]([OH:10])[CH2:8][OH:9])[CH:6]=[CH:5][CH:4]=[CH:3][CH:2]=1.[CH3:11][O:12][C:13]([CH:15]1[CH2:20][CH2:19][NH:18][CH2:17][CH2:16]1)=[O:14]. (5) Given the product [NH2:17][C:13]1[N:14]([CH3:16])[O:15][C:11]2([C:4]3[C:5](=[CH:6][CH:7]=[C:2]([C:30]4[CH:31]=[C:26]([CH:27]=[CH:28][CH:29]=4)[C:24]#[N:25])[CH:3]=3)[O:8][CH:9]([CH:18]3[CH2:23][CH2:22][O:21][CH2:20][CH2:19]3)[CH2:10]2)[N:12]=1, predict the reactants needed to synthesize it. The reactants are: Br[C:2]1[CH:3]=[C:4]2[C:11]3([O:15][N:14]([CH3:16])[C:13]([NH2:17])=[N:12]3)[CH2:10][CH:9]([CH:18]3[CH2:23][CH2:22][O:21][CH2:20][CH2:19]3)[O:8][C:5]2=[CH:6][CH:7]=1.[C:24]([C:26]1[CH:27]=[C:28](B(O)O)[CH:29]=[CH:30][CH:31]=1)#[N:25].C([O-])([O-])=O.[Cs+].[Cs+]. (6) The reactants are: [CH3:1][NH:2]C(C1N(CC2N3C=C(C)C=CC3=NC=2C2C=CC(C)=CC=2)N=CN=1)=O.[Cl:28][C:29]1[CH:34]=[CH:33][C:32]([C:35]2[N:36]=[C:37]3[CH:42]=[CH:41][CH:40]=[CH:39][N:38]3[C:43]=2[CH2:44][N:45]2[C:49]([CH3:50])=[CH:48][C:47]([C:51](OC)=[O:52])=[N:46]2)=[CH:31][CH:30]=1.CN. Given the product [Cl:28][C:29]1[CH:30]=[CH:31][C:32]([C:35]2[N:36]=[C:37]3[CH:42]=[CH:41][CH:40]=[CH:39][N:38]3[C:43]=2[CH2:44][N:45]2[C:49]([CH3:50])=[CH:48][C:47]([C:51]([NH:2][CH3:1])=[O:52])=[N:46]2)=[CH:33][CH:34]=1, predict the reactants needed to synthesize it.